From a dataset of Retrosynthesis with 50K atom-mapped reactions and 10 reaction types from USPTO. Predict the reactants needed to synthesize the given product. (1) Given the product CC#Cc1ccc(N2CC[C@H](NCc3ccc(Cl)cc3Cl)C2)nc1, predict the reactants needed to synthesize it. The reactants are: C#CC.Clc1ccc(CNC2CCN(c3ccc(I)cn3)C2)c(Cl)c1. (2) Given the product COC(=O)c1ccc2cc(C(C)O)oc2c1, predict the reactants needed to synthesize it. The reactants are: COC(=O)c1ccc2cc(C=O)oc2c1.C[Mg+]. (3) Given the product CCOc1cc([C@@H](CC(=O)N(C)C)N2Cc3cccc(NC(=O)C4CC4)c3C2=O)ccc1OC, predict the reactants needed to synthesize it. The reactants are: CCOc1cc([C@@H](CC(=O)N(C)C)N2Cc3cccc(N)c3C2=O)ccc1OC.O=C(Cl)C1CC1. (4) The reactants are: C#Cc1c(-c2ccccc2)noc1C.Cc1cccnc1Br. Given the product Cc1cccnc1C#Cc1c(-c2ccccc2)noc1C, predict the reactants needed to synthesize it. (5) The reactants are: CCCC[C@H](C)O.Nc1nc(F)nc2c1ncn2C1CCCCO1. Given the product CCCC[C@H](C)Oc1nc(N)c2ncn(C3CCCCO3)c2n1, predict the reactants needed to synthesize it. (6) Given the product COc1c(NC(=O)Nc2ccc(C(=O)O)c3ccccc23)cc(C(C)(C)C)cc1NS(C)(=O)=O, predict the reactants needed to synthesize it. The reactants are: COc1c(NC(=O)Nc2ccc(C(=O)OC(C)(C)C)c3ccccc23)cc(C(C)(C)C)cc1NS(C)(=O)=O.